From a dataset of Human Reference Interactome with 51,813 positive PPI pairs across 8,248 proteins, plus equal number of experimentally-validated negative pairs. Binary Classification. Given two protein amino acid sequences, predict whether they physically interact or not. (1) Protein 1 (ENSG00000001561) has sequence MKLLVILLFSGLITGFRSDSSSSLPPKLLLVSFDGFRADYLKNYEFPHLQNFIKEGVLVEHVKNVFITKTFPNHYSIVTGLYEESHGIVANSMYDAVTKKHFSDSNDKDPFWWNEAVPIWVTNQLQENRSSAAAMWPGTDVPIHDTISSYFMNYNSSVSFEERLNNITMWLNNSNPPVTFATLYWEEPDASGHKYGPEDKENMSRVLKKIDDLIGDLVQRLKMLGLWENLNVIITSDHGMTQCSQDRLINLDSCIDHSYYTLIDLSPVAAILPKINRTEVYNKLKNCSPHMNVYLKEDIP.... Protein 2 (ENSG00000183617) has sequence MATKRLFGATRTWAGWGAWELLNPATSGRLLARDYAKKPVMKGAKSGKGAVTSEALKDPDVCTDPVQLTTYAMGVNIYKEGQDVPLKPDAEYPEWLFEMNLGPPKTLEELDPESREYWRRLRKQNIWRHNRLSKNKRL*XTKRLFGATRTWAGWGAWELLNPATSGRLLARDYAKKPVHPLESAFGTLTLTQGLTLGLSEDWPPCSPNNSCPAWL*. Result: 0 (the proteins do not interact). (2) Protein 1 (ENSG00000196748) has sequence MAAALALVAGVLSGAVLPLWSALPQYKKKITDRCFHHSECYSGCCLMDLDSGGAFCAPRARITMICLPQWLELFKGRDRIIFIYEAPTPSLVSAHNQGSYQHHLPLPDGLDVHIQGLDVFPPVPYDLEEDAGWSLLPWGHRPWLPPTCSKSSS*MAAALALVAGVLSGAVLPLWSALPQYKKKITDRCFHHSECYSGCCLMDLDSGGAFCAPRARITMICLPQTKGATNIICPCRMGLTCISKDLMCSRRCHMI*. Protein 2 (ENSG00000274641) has sequence MPDPAKSAPAPKKGSKKAVTKAQKKDGKKRKRSRKESYSIYVYKVLKQVHPDTGISSKAMGIMNSFVNDIFERIAGEASRLAHYNKRSTITSREIQTAVRLLLPGELAKHAVSEGTKAVTKYTSSK*. Result: 0 (the proteins do not interact). (3) Protein 1 (ENSG00000141425) has sequence MSAFSEAALEKKLSELSNSQQSVQTLSLWLIHHRKHSRPIVTVWERELRKAKPNRKLTFLYLANDVIQNSKRKGPEFTKDFAPVIVEAFKHVSSETDESCKKHLGRVLSIWEERSVYENDVLEQLKQALYGDKKPRKRTYEQIKVDENENCSSLGSPSEPPQTLDLVRALQDLENAASGDAAVHQRIASLPVEVQEVSLLDKITDKESGERLSKMVEDACMLLADYNGRLAAEIDDRKQLTRMLADFLRCQKEALAEKEHKLEEYKRKLARVSLVRKELRSRIQSLPDLSRLPNVTGSHM.... Protein 2 (ENSG00000166326) has sequence MASGVGAAFEELPHDGTCDECEPDEAPGAEEVCRECGFCYCRRHAEAHRQKFLSHHLAEYVHGSQAWTPPADGEGAGKEEAEVKVEQEREIESEAGEESESEEESESEEESETEEESEDESDEESEEDSEEEMEDEQESEAEEDNQEEGESEAEGETEAESEFDPEIEMEAERVAKRKCPDHGLDLSTYCQEDRQLICVLCPVIGAHQGHQLSTLDEAFEELRSKDSGGLKAAMIELVERLKFKSSDPKVTRDQMKMFIQQEFKKVQKVIADEEQKALHLVDIQEAMATAHVTEILADIQ.... Result: 0 (the proteins do not interact).